Dataset: Full USPTO retrosynthesis dataset with 1.9M reactions from patents (1976-2016). Task: Predict the reactants needed to synthesize the given product. (1) Given the product [CH2:22]([NH:29][C:30]([C:32]1[S:36][C:35]([N:37]2[CH2:41][CH2:40][N:39]([CH2:12][C:13]3[O:14][C:15]([C:18]([F:21])([F:20])[F:19])=[CH:16][CH:17]=3)[C:38]2=[O:42])=[N:34][C:33]=1[CH3:43])=[O:31])[C:23]1[CH:28]=[CH:27][CH:26]=[CH:25][CH:24]=1, predict the reactants needed to synthesize it. The reactants are: ClCC1C=CC(C#N)=CC=1.Br[CH2:12][C:13]1[O:14][C:15]([C:18]([F:21])([F:20])[F:19])=[CH:16][CH:17]=1.[CH2:22]([NH:29][C:30]([C:32]1[S:36][C:35]([N:37]2[CH2:41][CH2:40][NH:39][C:38]2=[O:42])=[N:34][C:33]=1[CH3:43])=[O:31])[C:23]1[CH:28]=[CH:27][CH:26]=[CH:25][CH:24]=1. (2) Given the product [Br:16][C:12]1[N:11]=[C:10]([C:8]2[CH:7]=[N:6][N:5]([CH2:4][CH2:3][OH:2])[CH:9]=2)[CH:15]=[CH:14][CH:13]=1, predict the reactants needed to synthesize it. The reactants are: C[O:2][C:3](=O)[CH2:4][N:5]1[CH:9]=[C:8]([C:10]2[CH:15]=[CH:14][CH:13]=[C:12]([Br:16])[N:11]=2)[CH:7]=[N:6]1.[H-].C([Al+]CC(C)C)C(C)C.C(C(C(C([O-])=O)O)O)([O-])=O.[Na+].[K+].C(OCC)(=O)C. (3) Given the product [C:23]([C:7]1[C:8]2[C:13](=[CH:12][CH:11]=[C:10]([O:16][C:17]3[CH:22]=[CH:21][CH:20]=[CH:19][CH:18]=3)[CH:9]=2)[C:14]([OH:15])=[C:5]([C:3]([NH:25][CH:26]([C:31]2[CH:36]=[CH:35][CH:34]=[CH:33][CH:32]=2)[CH2:27][C:28]([OH:30])=[O:29])=[O:4])[N:6]=1)#[N:24], predict the reactants needed to synthesize it. The reactants are: CO[C:3]([C:5]1[N:6]=[C:7]([C:23]#[N:24])[C:8]2[C:13]([C:14]=1[OH:15])=[CH:12][CH:11]=[C:10]([O:16][C:17]1[CH:22]=[CH:21][CH:20]=[CH:19][CH:18]=1)[CH:9]=2)=[O:4].[NH2:25][CH:26]([C:31]1[CH:36]=[CH:35][CH:34]=[CH:33][CH:32]=1)[CH2:27][C:28]([OH:30])=[O:29].C[O-].[Na+].